This data is from Full USPTO retrosynthesis dataset with 1.9M reactions from patents (1976-2016). The task is: Predict the reactants needed to synthesize the given product. Given the product [F:38][CH:36]([F:37])[C:33]1[N:32]([C:39]2[N:44]=[C:43]([N:45]3[CH2:49][CH2:48][CH2:47][CH:46]3[CH2:50][OH:51])[CH:42]=[C:41]([N:52]3[CH2:53][CH2:54][O:55][CH2:56][CH2:57]3)[N:40]=2)[C:31]2[CH:30]=[CH:29][CH:28]=[C:27]([OH:26])[C:35]=2[N:34]=1, predict the reactants needed to synthesize it. The reactants are: [F-].C([N+](CCCC)(CCCC)CCCC)CCC.[Si]([O:26][C:27]1[C:35]2[N:34]=[C:33]([CH:36]([F:38])[F:37])[N:32]([C:39]3[N:44]=[C:43]([N:45]4[CH2:49][CH2:48][CH2:47][CH:46]4[CH2:50][OH:51])[CH:42]=[C:41]([N:52]4[CH2:57][CH2:56][O:55][CH2:54][CH2:53]4)[N:40]=3)[C:31]=2[CH:30]=[CH:29][CH:28]=1)(C(C)(C)C)(C)C.O.